From a dataset of HIV replication inhibition screening data with 41,000+ compounds from the AIDS Antiviral Screen. Binary Classification. Given a drug SMILES string, predict its activity (active/inactive) in a high-throughput screening assay against a specified biological target. (1) The result is 1 (active). The molecule is CCCCCCCCCC=C(c1cc(Cl)c(O)c(C(=O)O)c1)c1cc(Cl)c(O)c(C(=O)O)c1.N. (2) The compound is CSc1cc(SC)ncn1. The result is 0 (inactive). (3) The drug is CCCC1CC=CC=CC=CC=CC(OC2OC(C)C(O)C(N)C2O)CC(O)C(C(=O)O)C(O)CC(=O)CC(O)CCCC(=O)CC(O)C(CC)C(=O)O1.O=S(=O)(O)O. The result is 0 (inactive). (4) The result is 0 (inactive). The molecule is COC(=O)c1ccccc1NC(=O)C(=O)CC(=O)c1ccccc1NC1=CC(=O)C(=O)c2ccccc21.